Dataset: Full USPTO retrosynthesis dataset with 1.9M reactions from patents (1976-2016). Task: Predict the reactants needed to synthesize the given product. (1) Given the product [CH2:1]([C:8]1[S:12][C:11]([NH:13][C:14]([C:16]2[CH:17]=[CH:18][C:19]([C@H:22]3[CH2:27][CH2:26][C@H:25](/[CH:28]=[CH:29]/[C:30]([OH:32])=[O:31])[CH2:24][CH2:23]3)=[CH:20][CH:21]=2)=[O:15])=[N:10][N:9]=1)[C:2]1[CH:7]=[CH:6][CH:5]=[CH:4][CH:3]=1, predict the reactants needed to synthesize it. The reactants are: [CH2:1]([C:8]1[S:12][C:11]([NH:13][C:14]([C:16]2[CH:21]=[CH:20][C:19]([C@H:22]3[CH2:27][CH2:26][C@H:25](/[CH:28]=[CH:29]/[C:30]([O:32]C(C)(C)C)=[O:31])[CH2:24][CH2:23]3)=[CH:18][CH:17]=2)=[O:15])=[N:10][N:9]=1)[C:2]1[CH:7]=[CH:6][CH:5]=[CH:4][CH:3]=1.FC(F)(F)C(O)=O. (2) Given the product [CH2:1]([O:3][C:4](=[O:27])[CH2:5][C:6]1[CH:11]=[CH:10][CH:9]=[C:8]([O:12][C:13]2[CH:18]=[CH:17][C:16]([C:19]([F:20])([F:21])[F:22])=[CH:15][C:14]=2[CH2:23][NH2:24])[CH:7]=1)[CH3:2], predict the reactants needed to synthesize it. The reactants are: [CH2:1]([O:3][C:4](=[O:27])[CH2:5][C:6]1[CH:11]=[CH:10][CH:9]=[C:8]([O:12][C:13]2[CH:18]=[CH:17][C:16]([C:19]([F:22])([F:21])[F:20])=[CH:15][C:14]=2[CH2:23][N:24]=[N+]=[N-])[CH:7]=1)[CH3:2]. (3) The reactants are: [CH3:1][O:2][C:3](=[O:16])[C:4](=O)[CH:5](Cl)[C:6]1[CH:11]=[C:10]([F:12])[CH:9]=[C:8]([F:13])[CH:7]=1.[C:17]([NH2:20])(=[S:19])[CH3:18]. Given the product [CH3:1][O:2][C:3]([C:4]1[N:20]=[C:17]([CH3:18])[S:19][C:5]=1[C:6]1[CH:11]=[C:10]([F:12])[CH:9]=[C:8]([F:13])[CH:7]=1)=[O:16], predict the reactants needed to synthesize it. (4) Given the product [ClH:22].[C:1]([CH:9]1[O:14][CH2:13][CH2:12][NH:11][CH2:10]1)(=[O:8])[C:2]1[CH:3]=[CH:4][CH:5]=[CH:6][CH:7]=1, predict the reactants needed to synthesize it. The reactants are: [C:1]([CH:9]1[O:14][CH2:13][CH2:12][N:11](CC2C=CC=CC=2)[CH2:10]1)(=[O:8])[C:2]1[CH:7]=[CH:6][CH:5]=[CH:4][CH:3]=1.[Cl:22]COC(Cl)=O. (5) The reactants are: [F:1][C:2]1[CH:3]=[C:4]2[C:9](=[C:10]([F:12])[CH:11]=1)[CH2:8][C:7](=O)[CH2:6][CH2:5]2.Cl.[CH3:15][C:16]([C:21]1[S:25][C:24]([NH:26][C:27](=[O:33])[CH:28]([NH2:32])[CH2:29][CH2:30][CH3:31])=[N:23][N:22]=1)([CH3:20])[CH2:17][CH2:18][CH3:19].C(O[BH-](OC(=O)C)OC(=O)C)(=O)C.[Na+].[BH3-]C#N.[Na+]. Given the product [CH3:20][C:16]([C:21]1[S:25][C:24]([NH:26][C:27](=[O:33])[C@@H:28]([NH:32][CH:7]2[CH2:6][CH2:5][C:4]3[C:9](=[C:10]([F:12])[CH:11]=[C:2]([F:1])[CH:3]=3)[CH2:8]2)[CH2:29][CH2:30][CH3:31])=[N:23][N:22]=1)([CH3:15])[CH2:17][CH:18]=[CH2:19], predict the reactants needed to synthesize it. (6) The reactants are: Br[C:2]1[CH:3]=[CH:4][C:5]([N:10]2[CH:14]=[C:13]([CH3:15])[N:12]=[CH:11]2)=[C:6]([CH:9]=1)[C:7]#[N:8].[F:16][C:17]1[CH:18]=[C:19]([CH:27]=[C:28]([F:31])[C:29]=1[F:30])[CH2:20][N:21]1[CH:25]=[CH:24][C:23]([NH2:26])=[N:22]1. Given the product [CH3:15][C:13]1[N:12]=[CH:11][N:10]([C:5]2[CH:4]=[CH:3][C:2]([NH:26][C:23]3[CH:24]=[CH:25][N:21]([CH2:20][C:19]4[CH:18]=[C:17]([F:16])[C:29]([F:30])=[C:28]([F:31])[CH:27]=4)[N:22]=3)=[CH:9][C:6]=2[C:7]#[N:8])[CH:14]=1, predict the reactants needed to synthesize it.